Task: Predict the product of the given reaction.. Dataset: Forward reaction prediction with 1.9M reactions from USPTO patents (1976-2016) The product is: [Br:24][C:25]1[CH:33]=[CH:32][C:28]([C:29]([O:23][C@@:9]2([C:14]#[C:15][C:16]3[CH:17]=[C:18]([CH3:22])[CH:19]=[CH:20][CH:21]=3)[CH2:10][CH2:11][CH2:12][C@@H:13]3[C@H:8]2[CH2:7][CH2:6][N:5]3[C:3]([O:2][CH3:1])=[O:4])=[O:30])=[CH:27][CH:26]=1. Given the reactants [CH3:1][O:2][C:3]([N:5]1[C@@H:13]2[C@@H:8]([C@@:9]([OH:23])([C:14]#[C:15][C:16]3[CH:17]=[C:18]([CH3:22])[CH:19]=[CH:20][CH:21]=3)[CH2:10][CH2:11][CH2:12]2)[CH2:7][CH2:6]1)=[O:4].[Br:24][C:25]1[CH:33]=[CH:32][C:28]([C:29](O)=[O:30])=[CH:27][CH:26]=1, predict the reaction product.